From a dataset of Blood-brain barrier permeability classification from the B3DB database. Regression/Classification. Given a drug SMILES string, predict its absorption, distribution, metabolism, or excretion properties. Task type varies by dataset: regression for continuous measurements (e.g., permeability, clearance, half-life) or binary classification for categorical outcomes (e.g., BBB penetration, CYP inhibition). Dataset: b3db_classification. (1) The drug is OC(Cn1ccnc1)c1ccc(CCc2ccccc2)cc1. The result is 1 (penetrates BBB). (2) The molecule is O=C(O[C@H]1CN2CCC1CC2)c1ccccc1. The result is 1 (penetrates BBB). (3) The drug is OCCN1CCN(CC/C=C2\c3ccccc3Sc3ccc(Cl)cc32)CC1. The result is 1 (penetrates BBB). (4) The compound is OC(O)C(Cl)(Cl)Cl. The result is 1 (penetrates BBB). (5) The drug is CC[C@H](CO)NC(=O)[C@H]1C=C2c3cccc4[nH]cc(c34)C[C@@H]2N(C)C1. The result is 1 (penetrates BBB).